Task: Binary Classification. Given a drug SMILES string, predict its activity (active/inactive) in a high-throughput screening assay against a specified biological target.. Dataset: Choline transporter screen with 302,306 compounds (1) The molecule is S(=O)(=O)(N1C(CCC1)C(=O)NCc1ccccc1)c1ccc(F)cc1. The result is 0 (inactive). (2) The molecule is O=C(NCCCN1CCc2c(C1)cccc2)Cn1c(ccc1)C(=O)c1c(cccc1)C. The result is 0 (inactive). (3) The drug is O1c2c(C(CC1=O)c1ccc(OC)cc1)c(O)cc(O)c2. The result is 0 (inactive). (4) The drug is O=C(NN\C=C1/C=C([N+]([O-])=O)C=CC1=O)c1c2c(nc(c1)c1ccccc1)cccc2. The result is 0 (inactive). (5) The drug is O1C(C(OC1(C)C)C(=O)NC1CCCCC1)C(=O)NC1CCCCC1. The result is 0 (inactive).